From a dataset of Forward reaction prediction with 1.9M reactions from USPTO patents (1976-2016). Predict the product of the given reaction. The product is: [F:1][C:2]1[CH:7]=[CH:6][CH:5]=[CH:4][C:3]=1[CH2:8][O:9][C:10]1[CH:15]=[CH:14][C:13]([C@@H:16]2[N:20]([C:21]([O:23][CH2:24][C:25]3[CH:30]=[CH:29][CH:28]=[CH:27][CH:26]=3)=[O:22])[C@@:19]([C:31]([NH:39][CH3:38])=[O:32])([CH2:34][O:35][CH3:36])[CH2:18][CH2:17]2)=[CH:12][CH:11]=1. Given the reactants [F:1][C:2]1[CH:7]=[CH:6][CH:5]=[CH:4][C:3]=1[CH2:8][O:9][C:10]1[CH:15]=[CH:14][C:13]([C@@H:16]2[N:20]([C:21]([O:23][CH2:24][C:25]3[CH:30]=[CH:29][CH:28]=[CH:27][CH:26]=3)=[O:22])[C@:19]([CH2:34][O:35][CH3:36])([C:31](O)=[O:32])[CH2:18][CH2:17]2)=[CH:12][CH:11]=1.C[CH2:38][N:39](C(C)C)C(C)C.CN(C(ON1N=NC2C=CC=CC1=2)=[N+](C)C)C.[B-](F)(F)(F)F.CN.C1COCC1, predict the reaction product.